This data is from Reaction yield outcomes from USPTO patents with 853,638 reactions. The task is: Predict the reaction yield, written as a fraction of the theoretical maximum amount of product (1.0 means a 100% yield; for example, 0.34 means a 34% yield). (1) The reactants are [OH:1][C:2]1[C:11]([CH3:12])=[CH:10][CH:9]=[CH:8][C:3]=1[C:4]([O:6][CH3:7])=[O:5].[N+:13]([O-])([O-:15])=[O:14].[Na+]. The catalyst is FC(F)(F)C(O)=O. The product is [OH:1][C:2]1[C:11]([CH3:12])=[CH:10][C:9]([N+:13]([O-:15])=[O:14])=[CH:8][C:3]=1[C:4]([O:6][CH3:7])=[O:5]. The yield is 0.640. (2) The reactants are [CH3:1][CH:2]([CH3:8])[C:3](=O)[CH2:4][C:5]#[N:6].Cl.[CH3:10][O:11][C:12]1[CH:17]=[CH:16][C:15]([NH:18][NH2:19])=[CH:14][CH:13]=1. The catalyst is CCO. The product is [CH:2]([C:3]1[CH:4]=[C:5]([NH2:6])[N:18]([C:15]2[CH:16]=[CH:17][C:12]([O:11][CH3:10])=[CH:13][CH:14]=2)[N:19]=1)([CH3:8])[CH3:1]. The yield is 0.480. (3) The reactants are CC1(C)C(C)(C)OB([C:9]2[CH:10]=[C:11]3[C:16](=[CH:17][CH:18]=2)[CH2:15][N:14]([C:19]([O:21][C:22]([CH3:25])([CH3:24])[CH3:23])=[O:20])[CH2:13][CH2:12]3)O1.CC1(C)C(C)(C)OB(C2C=CC=C3C=2CN(C(OC(C)(C)C)=O)CC3)O1.Br[C:54]1[CH:55]=[N:56][C:57]([CH:60]2[CH2:62][CH2:61]2)=[N:58][CH:59]=1.C(=O)([O-])[O-].[Na+].[Na+]. The catalyst is Cl[Pd]Cl.C1C=CC(P(C2C=CC=CC=2)[C-]2C=CC=C2)=CC=1.C1C=CC(P(C2C=CC=CC=2)[C-]2C=CC=C2)=CC=1.[Fe+2].CCO.C1(C)C=CC=CC=1. The product is [CH:60]1([C:57]2[N:58]=[CH:59][C:54]([C:9]3[CH:10]=[C:11]4[C:16](=[CH:17][CH:18]=3)[CH2:15][N:14]([C:19]([O:21][C:22]([CH3:23])([CH3:24])[CH3:25])=[O:20])[CH2:13][CH2:12]4)=[CH:55][N:56]=2)[CH2:62][CH2:61]1. The yield is 0.360. (4) The catalyst is C1(C)C=CC=CC=1. The yield is 0.620. The reactants are [CH3:1][O:2][C:3]([C:5]1([C:8]2[CH:13]=[C:12](I)[C:11]([O:15][CH2:16][C:17]([CH3:19])=[CH2:18])=[C:10](I)[CH:9]=2)[CH2:7][CH2:6]1)=[O:4].CCCC[SnH](CCCC)CCCC.CC(N=NC(C#N)(C)C)(C#N)C. The product is [CH3:1][O:2][C:3]([C:5]1([C:8]2[CH:13]=[CH:12][C:11]3[O:15][CH2:16][C:17]([CH3:19])([CH3:18])[C:10]=3[CH:9]=2)[CH2:7][CH2:6]1)=[O:4]. (5) The reactants are C(=O)([O-])[O-].[Cs+].[Cs+].[F:7][CH2:8][CH:9]([CH2:16][F:17])[CH2:10][CH:11]([OH:15])[CH2:12][NH:13][CH3:14].Br[CH2:19][C:20]1[C:21]([Cl:27])=[N:22][C:23]([Cl:26])=[CH:24][CH:25]=1. The catalyst is CN(C=O)C.O. The product is [Cl:27][C:21]1[C:20]([CH2:19][N:13]([CH3:14])[CH2:12][CH:11]([OH:15])[CH2:10][CH:9]([CH2:8][F:7])[CH2:16][F:17])=[CH:25][CH:24]=[C:23]([Cl:26])[N:22]=1. The yield is 0.310. (6) The reactants are O1CCCC1.[H-].[Al+3].[Li+].[H-].[H-].[H-].C([O:14][C:15](=O)[C:16]1[CH:21]=[CH:20][C:19]([CH3:22])=[N:18][C:17]=1[NH2:23])C.[OH-].[Na+]. The catalyst is O. The product is [NH2:23][C:17]1[C:16]([CH2:15][OH:14])=[CH:21][CH:20]=[C:19]([CH3:22])[N:18]=1. The yield is 0.740. (7) The reactants are CC1(C)C(C)(C)OB([C:9]2[CH:27]=[CH:26][C:12]([C:13]([NH:15][C:16]3[CH:21]=[C:20]([C:22]([F:25])([F:24])[F:23])[CH:19]=[CH:18][N:17]=3)=[O:14])=[CH:11][CH:10]=2)O1.[NH2:29][C:30]1[C:31]2[N:32]([C:36]([C@H:40]3[CH2:48][CH2:47][C@H:46]4[N:42]([C:43](=[O:49])[CH2:44][CH2:45]4)[CH2:41]3)=[N:37][C:38]=2Br)[CH:33]=[CH:34][N:35]=1.[O-]P([O-])([O-])=O.[K+].[K+].[K+]. The catalyst is O1CCOCC1.O. The product is [NH2:29][C:30]1[C:31]2[N:32]([C:36]([C@H:40]3[CH2:48][CH2:47][C@H:46]4[N:42]([C:43](=[O:49])[CH2:44][CH2:45]4)[CH2:41]3)=[N:37][C:38]=2[C:9]2[CH:10]=[CH:11][C:12]([C:13]([NH:15][C:16]3[CH:21]=[C:20]([C:22]([F:23])([F:24])[F:25])[CH:19]=[CH:18][N:17]=3)=[O:14])=[CH:26][CH:27]=2)[CH:33]=[CH:34][N:35]=1. The yield is 0.920. (8) The reactants are [CH2:1]([O:8][C:9]([N:11]1[CH2:15][CH:14]([OH:16])[CH2:13][CH:12]1[C:17]([OH:19])=O)=[O:10])[C:2]1[CH:7]=[CH:6][CH:5]=[CH:4][CH:3]=1.O[N:21]1[C:25]2[CH:26]=[CH:27][CH:28]=[CH:29][C:24]=2N=N1.Cl.CN(C)[CH2:33][CH2:34][CH2:35]N=C=NCC.[CH:42](N(C(C)C)CC)(C)C. The catalyst is CN(C)C=O.C(OCC)(=O)C. The product is [CH2:1]([O:8][C:9]([N:11]1[CH2:15][CH:14]([OH:16])[CH2:13][CH:12]1[C:17](=[O:19])[NH:21][CH:25]1[C:24]2[C:29](=[CH:42][CH:35]=[CH:34][CH:33]=2)[CH2:28][CH2:27][CH2:26]1)=[O:10])[C:2]1[CH:3]=[CH:4][CH:5]=[CH:6][CH:7]=1. The yield is 0.880. (9) The reactants are [F:1][C:2]1[CH:7]=[CH:6][CH:5]=[CH:4][C:3]=1[C:8]#[C:9][Si](C)(C)C.[C:14]([O:18][C:19]([NH:21][CH2:22][C:23]1[CH:24]=[C:25]([CH:29]2[CH2:34][CH2:33][N:32]([C:35]([C:37]3[O:38][C:39](Br)=[CH:40][CH:41]=3)=[O:36])[CH2:31][CH2:30]2)[CH:26]=[CH:27][CH:28]=1)=[O:20])([CH3:17])([CH3:16])[CH3:15].C1C(N=NC2C(=O)N(C3C=CC(S([O-])(=O)=O)=CC=3)N=C2C([O-])=O)=CC=C(S([O-])(=O)=O)C=1.[Na+].[Na+].[Na+].SC1N=NN=C(S)C=1S. The catalyst is CO.O1CCCC1.[Cl-].[Na+].O.Cl[Pd](Cl)([P](C1C=CC=CC=1)(C1C=CC=CC=1)C1C=CC=CC=1)[P](C1C=CC=CC=1)(C1C=CC=CC=1)C1C=CC=CC=1.[Cu]I.C([O-])([O-])=O.[K+].[K+].C(N(CC)CC)C. The product is [C:14]([O:18][C:19]([NH:21][CH2:22][C:23]1[CH:24]=[C:25]([CH:29]2[CH2:30][CH2:31][N:32]([C:35]([C:37]3[O:38][C:39]([C:9]#[C:8][C:3]4[CH:4]=[CH:5][CH:6]=[CH:7][C:2]=4[F:1])=[CH:40][CH:41]=3)=[O:36])[CH2:33][CH2:34]2)[CH:26]=[CH:27][CH:28]=1)=[O:20])([CH3:17])([CH3:15])[CH3:16]. The yield is 0.550.